From a dataset of Full USPTO retrosynthesis dataset with 1.9M reactions from patents (1976-2016). Predict the reactants needed to synthesize the given product. (1) Given the product [C:23]1([CH2:22][N:19]2[CH2:18][CH2:17][CH:16]([N:15]3[CH2:13][CH2:12][C:7]4[CH:8]=[CH:9][CH:10]=[CH:11][C:6]=4[NH:5][C:3]3=[O:2])[CH2:21][CH2:20]2)[CH:24]=[CH:25][CH:26]=[CH:27][CH:28]=1, predict the reactants needed to synthesize it. The reactants are: C[O:2][C:3]([NH:5][C:6]1[CH:11]=[CH:10][CH:9]=[CH:8][C:7]=1[CH2:12][C:13]([NH:15][CH:16]1[CH2:21][CH2:20][N:19]([CH2:22][C:23]2[CH:28]=[CH:27][CH:26]=[CH:25][CH:24]=2)[CH2:18][CH2:17]1)=O)=O.[H-].C([Al+]CC(C)C)C(C)C.Cl.[OH-].[Na+]. (2) The reactants are: [CH2:1]([Li])[CH2:2][CH2:3][CH3:4].[Cl:6][C:7]1[CH:12]=[CH:11][C:10]([O:13][C:14]2[CH:21]=CC(C=O)=[CH:16][C:15]=2[F:22])=[CH:9][C:8]=1[C:23]([F:26])([F:25])[F:24]. Given the product [CH:3]([C:2]1[CH:1]=[CH:21][C:14]([O:13][C:10]2[CH:11]=[CH:12][C:7]([Cl:6])=[C:8]([C:23]([F:25])([F:26])[F:24])[CH:9]=2)=[C:15]([F:22])[CH:16]=1)=[CH2:4], predict the reactants needed to synthesize it. (3) Given the product [N:1]([CH2:4][CH2:5][NH:6][C:7](=[O:21])[C:8]1[CH:9]=[CH:10][C:11]([CH2:12][CH2:13][CH2:14][CH2:15][CH2:16][CH3:17])=[CH:23][CH:22]=1)=[N+:2]=[N-:3], predict the reactants needed to synthesize it. The reactants are: [N:1]([CH2:4][CH2:5][NH:6][C:7](=[O:21])[CH2:8][CH2:9][CH2:10][CH2:11][CH2:12][CH2:13][CH2:14][CH2:15][CH2:16][CH2:17]CCC)=[N+:2]=[N-:3].[CH2:22](C1C=CC(C(Cl)=O)=CC=1)[CH2:23]CCCC.N(CCN)=[N+]=[N-].C(N(CC)CC)C. (4) Given the product [CH2:42]([O:49][C:50]1[C:51]([C:62]2[N:67]=[N:66][C:65]([N:68]([CH3:80])[CH:69]3[CH2:74][C:73]([CH3:75])([CH3:76])[NH:72][C:71]([CH3:79])([CH3:78])[CH2:70]3)=[CH:64][CH:63]=2)=[CH:52][C:53]2[C:58]([CH:59]=1)=[CH:57][C:56]([O:60][CH3:61])=[CH:55][CH:54]=2)[C:43]1[CH:44]=[CH:45][CH:46]=[CH:47][CH:48]=1, predict the reactants needed to synthesize it. The reactants are: C(OC1C=C2C(C=CC(O)=C2)=CC=1C1N=NC(N(C)C2CC(C)(C)NC(C)(C)C2)=CC=1)C1C=CC=CC=1.[H-].[Na+].CI.[CH2:42]([O:49][C:50]1[C:51]([C:62]2[N:67]=[N:66][C:65]([N:68]([CH3:80])[CH:69]3[CH2:74][C:73]([CH3:76])([CH3:75])[N:72](C)[C:71]([CH3:79])([CH3:78])[CH2:70]3)=[CH:64][CH:63]=2)=[CH:52][C:53]2[C:58]([CH:59]=1)=[CH:57][C:56]([O:60][CH3:61])=[CH:55][CH:54]=2)[C:43]1[CH:48]=[CH:47][CH:46]=[CH:45][CH:44]=1. (5) The reactants are: [Cl:1][C:2]1[CH:7]=[CH:6][C:5]([NH:8][C:9](=[C:12]([C:15]#[N:16])[C:13]#[N:14])SC)=[CH:4][CH:3]=1.O.[NH2:18][NH2:19]. Given the product [NH2:14][C:13]1[NH:19][N:18]=[C:9]([NH:8][C:5]2[CH:6]=[CH:7][C:2]([Cl:1])=[CH:3][CH:4]=2)[C:12]=1[C:15]#[N:16], predict the reactants needed to synthesize it.